Dataset: Peptide-MHC class I binding affinity with 185,985 pairs from IEDB/IMGT. Task: Regression. Given a peptide amino acid sequence and an MHC pseudo amino acid sequence, predict their binding affinity value. This is MHC class I binding data. (1) The peptide sequence is LPADPASVL. The MHC is HLA-A68:02 with pseudo-sequence HLA-A68:02. The binding affinity (normalized) is 0.380. (2) The peptide sequence is STAAVTMSMK. The MHC is HLA-A03:01 with pseudo-sequence HLA-A03:01. The binding affinity (normalized) is 0.864. (3) The peptide sequence is KPKLARGEL. The MHC is HLA-B18:01 with pseudo-sequence HLA-B18:01. The binding affinity (normalized) is 0.274.